This data is from Catalyst prediction with 721,799 reactions and 888 catalyst types from USPTO. The task is: Predict which catalyst facilitates the given reaction. (1) Reactant: F[C:2]1[CH:3]=[CH:4][C:5]([N+:9]([O-:11])=[O:10])=[C:6]([CH3:8])[CH:7]=1.CN1CCCC1=O.[NH2:19][CH2:20][CH2:21][CH2:22][CH2:23][CH2:24][OH:25].C([O-])([O-])=O.[K+].[K+]. Product: [N+:9]([C:5]1[CH:4]=[CH:3][C:2]([NH:19][CH2:20][CH2:21][CH2:22][CH2:23][CH2:24][OH:25])=[CH:7][C:6]=1[CH3:8])([O-:11])=[O:10]. The catalyst class is: 6. (2) Reactant: N1C=CC=CC=1.[F:7][C:8]1[CH:13]=[CH:12][C:11]([S:14][C:15]2[C:16]([CH3:32])=[N:17][N:18]([CH2:22][CH2:23][NH:24][C:25](=[O:31])[O:26][C:27]([CH3:30])([CH3:29])[CH3:28])[C:19]=2[CH2:20]O)=[CH:10][CH:9]=1.P(Br)(Br)[Br:34].O. Product: [Br:34][CH2:20][C:19]1[N:18]([CH2:22][CH2:23][NH:24][C:25](=[O:31])[O:26][C:27]([CH3:30])([CH3:29])[CH3:28])[N:17]=[C:16]([CH3:32])[C:15]=1[S:14][C:11]1[CH:12]=[CH:13][C:8]([F:7])=[CH:9][CH:10]=1. The catalyst class is: 4.